The task is: Predict the reaction yield, written as a fraction of the theoretical maximum amount of product (1.0 means a 100% yield; for example, 0.34 means a 34% yield).. This data is from Reaction yield outcomes from USPTO patents with 853,638 reactions. The reactants are [F:1][C:2]1[CH:3]=[CH:4][C:5]([C:8]2[C:12](/[CH:13]=[CH:14]/[C:15]3[S:16][C:17]([C:21]([OH:23])=O)=[C:18]([CH3:20])[N:19]=3)=[CH:11][O:10][N:9]=2)=[N:6][CH:7]=1.[CH:24]1([NH2:27])[CH2:26][CH2:25]1. No catalyst specified. The product is [CH:24]1([NH:27][C:21]([C:17]2[S:16][C:15](/[CH:14]=[CH:13]/[C:12]3[C:8]([C:5]4[CH:4]=[CH:3][C:2]([F:1])=[CH:7][N:6]=4)=[N:9][O:10][CH:11]=3)=[N:19][C:18]=2[CH3:20])=[O:23])[CH2:26][CH2:25]1. The yield is 0.480.